Task: Regression. Given a peptide amino acid sequence and an MHC pseudo amino acid sequence, predict their binding affinity value. This is MHC class I binding data.. Dataset: Peptide-MHC class I binding affinity with 185,985 pairs from IEDB/IMGT (1) The binding affinity (normalized) is 0.780. The MHC is HLA-B27:05 with pseudo-sequence HLA-B27:05. The peptide sequence is GRQTALFLLK. (2) The peptide sequence is NFKFRDLLF. The MHC is H-2-Kb with pseudo-sequence H-2-Kb. The binding affinity (normalized) is 0.644. (3) The peptide sequence is SYRNFSFSL. The MHC is HLA-B15:01 with pseudo-sequence HLA-B15:01. The binding affinity (normalized) is 0.0847. (4) The peptide sequence is NTDEIPELI. The MHC is HLA-A25:01 with pseudo-sequence HLA-A25:01. The binding affinity (normalized) is 0.0847. (5) The peptide sequence is LYRPLEACY. The MHC is Mamu-B17 with pseudo-sequence Mamu-B17. The binding affinity (normalized) is 0.